This data is from NCI-60 drug combinations with 297,098 pairs across 59 cell lines. The task is: Regression. Given two drug SMILES strings and cell line genomic features, predict the synergy score measuring deviation from expected non-interaction effect. (1) Drug 1: C1=CC(=C2C(=C1NCCNCCO)C(=O)C3=C(C=CC(=C3C2=O)O)O)NCCNCCO. Drug 2: CCC(=C(C1=CC=CC=C1)C2=CC=C(C=C2)OCCN(C)C)C3=CC=CC=C3.C(C(=O)O)C(CC(=O)O)(C(=O)O)O. Cell line: SK-MEL-28. Synergy scores: CSS=50.6, Synergy_ZIP=12.0, Synergy_Bliss=12.4, Synergy_Loewe=-21.4, Synergy_HSA=10.6. (2) Cell line: SF-295. Synergy scores: CSS=42.8, Synergy_ZIP=0.960, Synergy_Bliss=5.67, Synergy_Loewe=0.439, Synergy_HSA=7.27. Drug 1: C1=C(C(=O)NC(=O)N1)N(CCCl)CCCl. Drug 2: C1=CC(=CC=C1CC(C(=O)O)N)N(CCCl)CCCl.Cl. (3) Drug 1: CNC(=O)C1=CC=CC=C1SC2=CC3=C(C=C2)C(=NN3)C=CC4=CC=CC=N4. Drug 2: CS(=O)(=O)C1=CC(=C(C=C1)C(=O)NC2=CC(=C(C=C2)Cl)C3=CC=CC=N3)Cl. Cell line: UACC-257. Synergy scores: CSS=2.56, Synergy_ZIP=0.984, Synergy_Bliss=4.29, Synergy_Loewe=1.09, Synergy_HSA=1.66. (4) Drug 1: CC(C1=C(C=CC(=C1Cl)F)Cl)OC2=C(N=CC(=C2)C3=CN(N=C3)C4CCNCC4)N. Drug 2: C1C(C(OC1N2C=NC3=C(N=C(N=C32)Cl)N)CO)O. Cell line: SW-620. Synergy scores: CSS=28.0, Synergy_ZIP=-7.04, Synergy_Bliss=-1.80, Synergy_Loewe=-4.83, Synergy_HSA=-2.05. (5) Drug 1: CN(C)C1=NC(=NC(=N1)N(C)C)N(C)C. Drug 2: C#CCC(CC1=CN=C2C(=N1)C(=NC(=N2)N)N)C3=CC=C(C=C3)C(=O)NC(CCC(=O)O)C(=O)O. Cell line: UACC-257. Synergy scores: CSS=-3.82, Synergy_ZIP=1.73, Synergy_Bliss=0.830, Synergy_Loewe=-5.47, Synergy_HSA=-4.21. (6) Drug 1: CC1=C(C=C(C=C1)NC2=NC=CC(=N2)N(C)C3=CC4=NN(C(=C4C=C3)C)C)S(=O)(=O)N.Cl. Drug 2: C(=O)(N)NO. Cell line: HOP-92. Synergy scores: CSS=5.58, Synergy_ZIP=-2.06, Synergy_Bliss=-1.50, Synergy_Loewe=-2.54, Synergy_HSA=-2.05. (7) Drug 1: COC1=CC(=CC(=C1O)OC)C2C3C(COC3=O)C(C4=CC5=C(C=C24)OCO5)OC6C(C(C7C(O6)COC(O7)C8=CC=CS8)O)O. Drug 2: C(=O)(N)NO. Cell line: A549. Synergy scores: CSS=45.9, Synergy_ZIP=3.32, Synergy_Bliss=3.79, Synergy_Loewe=-31.6, Synergy_HSA=5.07.